This data is from Catalyst prediction with 721,799 reactions and 888 catalyst types from USPTO. The task is: Predict which catalyst facilitates the given reaction. (1) Reactant: [O:1]1[CH2:6][CH2:5][N:4]([C:7]2[CH:12]=[CH:11][C:10]([NH:13][C:14]3[N:19]=[C:18]([N:20]4[CH2:25][CH2:24][CH2:23][C@H:22]([C:26]([OH:28])=O)[CH2:21]4)[CH:17]=[CH:16][N:15]=3)=[CH:9][CH:8]=2)[CH2:3][CH2:2]1.CN(C(ON1N=NC2C=CC=NC1=2)=[N+](C)C)C.F[P-](F)(F)(F)(F)F.[F:53][C:54]([F:65])([F:64])[O:55][C:56]1[CH:63]=[CH:62][C:59]([CH2:60][NH2:61])=[CH:58][CH:57]=1. Product: [O:1]1[CH2:2][CH2:3][N:4]([C:7]2[CH:12]=[CH:11][C:10]([NH:13][C:14]3[N:19]=[C:18]([N:20]4[CH2:25][CH2:24][CH2:23][C@H:22]([C:26]([NH:61][CH2:60][C:59]5[CH:62]=[CH:63][C:56]([O:55][C:54]([F:53])([F:64])[F:65])=[CH:57][CH:58]=5)=[O:28])[CH2:21]4)[CH:17]=[CH:16][N:15]=3)=[CH:9][CH:8]=2)[CH2:5][CH2:6]1. The catalyst class is: 2. (2) Reactant: [NH2:1][CH2:2][C:3]1[CH:8]=[CH:7][C:6]([C:9]2[N:10]([CH3:26])[C:11]([C:20]3[CH:25]=[CH:24][N:23]=[CH:22][CH:21]=3)=[C:12]([C:14]3[CH:19]=[CH:18][CH:17]=[CH:16][CH:15]=3)[N:13]=2)=[CH:5][CH:4]=1.[C:27](OC(=O)C)(=[O:29])[CH3:28]. Product: [C:27]([NH:1][CH2:2][C:3]1[CH:8]=[CH:7][C:6]([C:9]2[N:10]([CH3:26])[C:11]([C:20]3[CH:21]=[CH:22][N:23]=[CH:24][CH:25]=3)=[C:12]([C:14]3[CH:19]=[CH:18][CH:17]=[CH:16][CH:15]=3)[N:13]=2)=[CH:5][CH:4]=1)(=[O:29])[CH3:28]. The catalyst class is: 17.